Dataset: Reaction yield outcomes from USPTO patents with 853,638 reactions. Task: Predict the reaction yield, written as a fraction of the theoretical maximum amount of product (1.0 means a 100% yield; for example, 0.34 means a 34% yield). The reactants are [CH2:1]([O:3][C@@H:4]1[CH2:8][N:7]([C:9](=[O:19])[C@H:10]([CH:16]([CH3:18])[CH3:17])[NH:11][C:12]([O:14][CH3:15])=[O:13])[C@H:6]([C:20]2[NH:24][C:23]3[C:25]4[C:30]([CH:31]=[CH:32][C:22]=3[N:21]=2)=[CH:29][C:28]2[C:33]3[C:38]([CH2:39][O:40][C:27]=2[CH:26]=4)=[CH:37][C:36]([C:41]2[NH:45][C:44]([C@@H:46]4[CH2:50][CH2:49][CH2:48][N:47]4[C:51](OC(C)(C)C)=[O:52])=[N:43][CH:42]=2)=[CH:35][CH:34]=3)[CH2:5]1)[CH3:2].Cl.[CH3:59][O:60][C:61]([NH:63][C@H:64]([C:68]1[CH:73]=[CH:72][CH:71]=[CH:70][CH:69]=1)C(O)=O)=[O:62].CCN(C(C)C)C(C)C.CCOC(C(C#N)=NOC(N1CCOCC1)=[N+](C)C)=O.F[P-](F)(F)(F)(F)F. The catalyst is C(Cl)Cl.CO.CN(C=O)C. The product is [CH2:1]([O:3][C@@H:4]1[CH2:8][N:7]([C:9](=[O:19])[C@@H:10]([NH:11][C:12]([O:14][CH3:15])=[O:13])[CH:16]([CH3:18])[CH3:17])[C@H:6]([C:20]2[NH:24][C:23]3[C:25]4[C:30]([CH:31]=[CH:32][C:22]=3[N:21]=2)=[CH:29][C:28]2[C:33]3[C:38]([CH2:39][O:40][C:27]=2[CH:26]=4)=[CH:37][C:36]([C:41]2[NH:45][C:44]([C@@H:46]4[CH2:50][CH2:49][CH2:48][N:47]4[C:51](=[O:52])[C@H:64]([NH:63][C:61](=[O:62])[O:60][CH3:59])[C:68]4[CH:73]=[CH:72][CH:71]=[CH:70][CH:69]=4)=[N:43][CH:42]=2)=[CH:35][CH:34]=3)[CH2:5]1)[CH3:2]. The yield is 0.180.